Dataset: Forward reaction prediction with 1.9M reactions from USPTO patents (1976-2016). Task: Predict the product of the given reaction. (1) Given the reactants [C:1]([O:5][C:6]([NH:8][C:9]1[S:10][C:11]([CH2:14][C@H:15]2[C:18](=[O:19])[NH:17][C@@H:16]2[C:20]([O:22][CH2:23][C:24]2[CH:29]=[CH:28][CH:27]=[CH:26][CH:25]=2)=[O:21])=[CH:12][N:13]=1)=[O:7])([CH3:4])([CH3:3])[CH3:2].[N:30]([CH:33]([C:40]1[CH:45]=[CH:44][CH:43]=[CH:42][CH:41]=1)[C:34]1[CH:39]=[CH:38][CH:37]=[CH:36][CH:35]=1)=[C:31]=[O:32], predict the reaction product. The product is: [C:1]([O:5][C:6]([NH:8][C:9]1[S:10][C:11]([CH2:14][C@H:15]2[C:18](=[O:19])[N:17]([C:31](=[O:32])[NH:30][CH:33]([C:34]3[CH:39]=[CH:38][CH:37]=[CH:36][CH:35]=3)[C:40]3[CH:45]=[CH:44][CH:43]=[CH:42][CH:41]=3)[C@@H:16]2[C:20]([O:22][CH2:23][C:24]2[CH:25]=[CH:26][CH:27]=[CH:28][CH:29]=2)=[O:21])=[CH:12][N:13]=1)=[O:7])([CH3:4])([CH3:2])[CH3:3]. (2) Given the reactants [C:1]([O:5][C:6](=[O:23])[CH2:7][N:8]([C:16]([O:18][C:19]([CH3:22])([CH3:21])[CH3:20])=[O:17])[C:9]1[CH:14]=[CH:13][CH:12]=[C:11]([CH3:15])[N:10]=1)([CH3:4])([CH3:3])[CH3:2].C1C(=O)N([Br:31])C(=O)C1, predict the reaction product. The product is: [C:1]([O:5][C:6](=[O:23])[CH2:7][N:8]([C:9]1[CH:14]=[CH:13][C:12]([Br:31])=[C:11]([CH3:15])[N:10]=1)[C:16]([O:18][C:19]([CH3:22])([CH3:21])[CH3:20])=[O:17])([CH3:3])([CH3:4])[CH3:2]. (3) Given the reactants [CH3:1][C:2]1[CH:3]=[C:4]([C:24]2[CH:29]=[CH:28][CH:27]=[C:26]([C:30]([F:33])([F:32])[F:31])[CH:25]=2)[C:5]([C:21](O)=[O:22])=[N:6][C:7]=1[C:8]([N:10]1[CH2:15][CH2:14][CH:13]([N:16]2[CH2:20][CH2:19][CH2:18][CH2:17]2)[CH2:12][CH2:11]1)=[O:9].CN.C[CH2:37][N:38](CC)CC.CN(C(ON1N=NC2C=CC=NC1=2)=[N+](C)C)C.F[P-](F)(F)(F)(F)F, predict the reaction product. The product is: [CH3:37][NH:38][C:21]([C:5]1[C:4]([C:24]2[CH:29]=[CH:28][CH:27]=[C:26]([C:30]([F:32])([F:33])[F:31])[CH:25]=2)=[CH:3][C:2]([CH3:1])=[C:7]([C:8]([N:10]2[CH2:11][CH2:12][CH:13]([N:16]3[CH2:17][CH2:18][CH2:19][CH2:20]3)[CH2:14][CH2:15]2)=[O:9])[N:6]=1)=[O:22]. (4) Given the reactants [BH-](OC(C)=O)(OC(C)=O)OC(C)=O.[Na+].[NH:15]1[CH2:19][CH2:18][CH2:17][CH2:16]1.[CH2:20]([O:22][C:23]1[CH:24]=[C:25]([CH:28]=[CH:29][C:30]=1[OH:31])[CH:26]=O)[CH3:21].[OH-].[Na+], predict the reaction product. The product is: [CH2:20]([O:22][C:23]1[CH:24]=[C:25]([CH2:26][N:15]2[CH2:19][CH2:18][CH2:17][CH2:16]2)[CH:28]=[CH:29][C:30]=1[OH:31])[CH3:21]. (5) Given the reactants [CH:1]1[C:10]2[C:5](=[CH:6][CH:7]=[CH:8][CH:9]=2)[CH:4]=[C:3]([C:11]([OH:13])=O)[N:2]=1.CN(C(ON1N=NC2C=CC=CC1=2)=[N+](C)C)C.F[P-](F)(F)(F)(F)F.[CH3:38][O:39][C:40]([C:42]1[C:50]2[N:49]=[C:48]([NH2:51])[NH:47][C:46]=2[CH:45]=[C:44]([CH2:52][CH2:53][CH3:54])[CH:43]=1)=[O:41], predict the reaction product. The product is: [CH3:38][O:39][C:40]([C:42]1[C:50]2[N:49]=[C:48]([NH:51][C:11]([C:3]3[N:2]=[CH:1][C:10]4[C:5]([CH:4]=3)=[CH:6][CH:7]=[CH:8][CH:9]=4)=[O:13])[NH:47][C:46]=2[CH:45]=[C:44]([CH2:52][CH2:53][CH3:54])[CH:43]=1)=[O:41].